Task: Predict the reaction yield, written as a fraction of the theoretical maximum amount of product (1.0 means a 100% yield; for example, 0.34 means a 34% yield).. Dataset: Reaction yield outcomes from USPTO patents with 853,638 reactions The reactants are [Br:1][C:2]1[CH:7]=[CH:6][C:5]([OH:8])=[C:4]([F:9])[CH:3]=1.C(=O)([O-])[O-].[K+].[K+].C(Br)C=C.[CH2:20]([O:23]CC=C)[CH:21]=[CH2:22].C(C1C=C(Br)C=C(F)C=1O)C=C.ClC1C=C(C=CC=1)C(OO)=O. The catalyst is C1(C)C=C(C)C=C(C)C=1. The product is [F:9][C:4]1[C:5]2[O:8][CH:21]([CH2:20][OH:23])[CH2:22][C:6]=2[CH:7]=[C:2]([Br:1])[CH:3]=1. The yield is 0.700.